Predict the product of the given reaction. From a dataset of Forward reaction prediction with 1.9M reactions from USPTO patents (1976-2016). (1) Given the reactants [F:1][C:2]1[CH:7]=[CH:6][C:5]([S:8]([N:11]2[C:20]3[C:15](=[CH:16][C:17]([C:21]([OH:30])([C:26]([F:29])([F:28])[F:27])[C:22]([F:25])([F:24])[F:23])=[CH:18][CH:19]=3)[CH2:14][CH2:13][C@H:12]2[CH2:31][C:32]([NH:34][NH:35][C:36](=[O:49])[CH2:37][C:38]([NH:41]C(=O)OC(C)(C)C)([CH3:40])[CH3:39])=O)(=[O:10])=[O:9])=[CH:4][CH:3]=1.CCN(C(C)C)C(C)C.S(Cl)(C1C=CC(C)=CC=1)(=O)=O.C(O)(C(F)(F)F)=O, predict the reaction product. The product is: [NH2:41][C:38]([CH3:40])([CH3:39])[CH2:37][C:36]1[O:49][C:32]([CH2:31][C@@H:12]2[CH2:13][CH2:14][C:15]3[C:20](=[CH:19][CH:18]=[C:17]([C:21]([OH:30])([C:26]([F:27])([F:28])[F:29])[C:22]([F:23])([F:24])[F:25])[CH:16]=3)[N:11]2[S:8]([C:5]2[CH:6]=[CH:7][C:2]([F:1])=[CH:3][CH:4]=2)(=[O:10])=[O:9])=[N:34][N:35]=1. (2) The product is: [CH3:2][O:3][C:4]([C@@H:5]1[CH2:7][O:8][CH:10]([CH:11]([CH3:14])[CH3:12])[NH:6]1)=[O:9]. Given the reactants Cl.[CH3:2][O:3][C:4](=[O:9])[C@H:5]([CH2:7][OH:8])[NH2:6].[CH3:10][CH:11]([CH3:14])[CH:12]=O.C(N(CC)CC)C.O, predict the reaction product. (3) Given the reactants CC(C)([O-])C.[Na+].[CH3:7][CH:8]([N:10]1[CH2:15][CH2:14][CH:13]([CH2:16][CH:17]2[CH2:22][CH2:21][NH:20][CH2:19][CH2:18]2)[CH2:12][CH2:11]1)[CH3:9].Br[C:24]1[CH:29]=[CH:28][C:27]([C:30]2[O:34][N:33]=[C:32]([CH3:35])[N:31]=2)=[CH:26][C:25]=1[F:36], predict the reaction product. The product is: [NH3:10].[F:36][C:25]1[CH:26]=[C:27]([C:30]2[O:34][N:33]=[C:32]([CH3:35])[N:31]=2)[CH:28]=[CH:29][C:24]=1[N:20]1[CH2:21][CH2:22][CH:17]([CH2:16][CH:13]2[CH2:12][CH2:11][N:10]([CH:8]([CH3:9])[CH3:7])[CH2:15][CH2:14]2)[CH2:18][CH2:19]1. (4) Given the reactants [F:1][C:2]([F:7])([F:6])[C:3]([OH:5])=[O:4].[F:8][C:9]1[C:14]([F:15])=[CH:13][C:12]([C:16]2[CH:43]=[CH:42][C:19]([O:20][CH2:21][C:22]3[CH:23]=[C:24]([CH:39]=[CH:40][CH:41]=3)[C:25]([N:27]([CH2:32][CH:33]3[CH2:38][CH2:37][NH:36][CH2:35][CH2:34]3)[CH2:28][C:29]([OH:31])=[O:30])=[O:26])=[CH:18][CH:17]=2)=[C:11]([S:44][CH3:45])[CH:10]=1.[C:46](O)(=O)C.C=O.C(O[BH-](OC(=O)C)OC(=O)C)(=O)C.[Na+], predict the reaction product. The product is: [F:1][C:2]([F:7])([F:6])[C:3]([OH:5])=[O:4].[F:8][C:9]1[C:14]([F:15])=[CH:13][C:12]([C:16]2[CH:17]=[CH:18][C:19]([O:20][CH2:21][C:22]3[CH:23]=[C:24]([CH:39]=[CH:40][CH:41]=3)[C:25]([N:27]([CH2:32][CH:33]3[CH2:38][CH2:37][N:36]([CH3:46])[CH2:35][CH2:34]3)[CH2:28][C:29]([OH:31])=[O:30])=[O:26])=[CH:42][CH:43]=2)=[C:11]([S:44][CH3:45])[CH:10]=1. (5) The product is: [O:21]1[C:25]([C:2]2[CH:7]=[CH:6][C:5]([C@@H:8]3[C@@H:10]([C:11]4[CH:16]=[CH:15][CH:14]=[CH:13][CH:12]=4)[C@H:9]3[C:17]([O:19][CH3:20])=[O:18])=[CH:4][CH:3]=2)=[CH:24][N:23]=[CH:22]1. Given the reactants Br[C:2]1[CH:7]=[CH:6][C:5]([C@@H:8]2[C@@H:10]([C:11]3[CH:16]=[CH:15][CH:14]=[CH:13][CH:12]=3)[C@H:9]2[C:17]([O:19][CH3:20])=[O:18])=[CH:4][CH:3]=1.[O:21]1[CH:25]=[CH:24][N:23]=[CH:22]1.C(P(C(C)(C)C)C1C(C)=C(C)C(C)=C(C)C=1C1C(C(C)C)=CC(C(C)C)=CC=1C(C)C)(C)(C)C.C([O-])([O-])=O.[K+].[K+].C(O)(=O)C(C)(C)C, predict the reaction product. (6) The product is: [F:14][C:9]1[CH:10]=[CH:11][C:12]2[N:13]=[N:15][NH:1][C:2]=2[C:3]=1[C:4]([O:6][CH2:7][CH3:8])=[O:5]. Given the reactants [NH2:1][C:2]1[C:12]([NH2:13])=[CH:11][CH:10]=[C:9]([F:14])[C:3]=1[C:4]([O:6][CH2:7][CH3:8])=[O:5].[N:15]([O-])=O.[Na+], predict the reaction product. (7) Given the reactants [CH2:1]([N:8]1[CH2:13][CH2:12][CH:11]([NH2:14])[CH2:10][CH2:9]1)[C:2]1[CH:7]=[CH:6][CH:5]=[CH:4][CH:3]=1.[CH3:15][C:16]([O:19][C:20](O[C:20]([O:19][C:16]([CH3:18])([CH3:17])[CH3:15])=[O:21])=[O:21])([CH3:18])[CH3:17], predict the reaction product. The product is: [C:16]([O:19][C:20](=[O:21])[NH:14][CH:11]1[CH2:12][CH2:13][N:8]([CH2:1][C:2]2[CH:3]=[CH:4][CH:5]=[CH:6][CH:7]=2)[CH2:9][CH2:10]1)([CH3:18])([CH3:17])[CH3:15]. (8) Given the reactants Br[C:2]1[CH:23]=[CH:22][C:5]([C:6]([NH:8][S:9]([C:12]2[CH:17]=[CH:16][CH:15]=[CH:14][C:13]=2[S:18](=[O:21])(=[O:20])[NH2:19])(=[O:11])=[O:10])=[O:7])=[CH:4][C:3]=1[O:24][CH:25]([CH3:27])[CH3:26].[C:28]([CH:30]1[CH2:32][CH2:31]1)#[CH:29], predict the reaction product. The product is: [CH:30]1([C:28]#[C:29][C:2]2[CH:23]=[CH:22][C:5]([C:6]([NH:8][S:9]([C:12]3[CH:17]=[CH:16][CH:15]=[CH:14][C:13]=3[S:18](=[O:21])(=[O:20])[NH2:19])(=[O:11])=[O:10])=[O:7])=[CH:4][C:3]=2[O:24][CH:25]([CH3:27])[CH3:26])[CH2:32][CH2:31]1.